Dataset: Full USPTO retrosynthesis dataset with 1.9M reactions from patents (1976-2016). Task: Predict the reactants needed to synthesize the given product. (1) Given the product [Cl:22][C:23]1[CH:24]=[C:25]([N:29]2[C:33]([CH2:34][NH:35][C:13]([NH:12][C:9]3[CH:10]=[N:11][C:6]([N:1]4[CH2:2][CH2:3][CH2:4][CH2:5]4)=[CH:7][CH:8]=3)=[O:21])=[CH:32][C:31]([C:36]([F:37])([F:38])[F:39])=[N:30]2)[CH:26]=[CH:27][CH:28]=1, predict the reactants needed to synthesize it. The reactants are: [N:1]1([C:6]2[N:11]=[CH:10][C:9]([NH:12][C:13](=[O:21])OC3C=CC=CC=3)=[CH:8][CH:7]=2)[CH2:5][CH2:4][CH2:3][CH2:2]1.[Cl:22][C:23]1[CH:24]=[C:25]([N:29]2[C:33]([CH2:34][NH2:35])=[CH:32][C:31]([C:36]([F:39])([F:38])[F:37])=[N:30]2)[CH:26]=[CH:27][CH:28]=1.C(N(CC)CC)C. (2) Given the product [Cl:73][C:74]1[CH:78]=[C:77]([C:79]([N:4]2[CH2:5][CH2:6][C@H:7]([O:8][C:9]3[CH:16]=[CH:15][C:14]([C:17]4[N:22]=[C:21]([NH:23][C:24]5[CH:29]=[CH:28][C:27]([N:30]6[CH2:31][CH2:32][N:33]([CH:36]7[CH2:39][O:38][CH2:37]7)[CH2:34][CH2:35]6)=[CH:26][CH:25]=5)[N:20]=[CH:19][N:18]=4)=[CH:13][C:10]=3[C:11]#[N:12])[C@H:2]([F:1])[CH2:3]2)=[O:80])[NH:76][N:75]=1, predict the reactants needed to synthesize it. The reactants are: [F:1][C@H:2]1[C@@H:7]([O:8][C:9]2[CH:16]=[CH:15][C:14]([C:17]3[N:22]=[C:21]([NH:23][C:24]4[CH:29]=[CH:28][C:27]([N:30]5[CH2:35][CH2:34][N:33]([CH:36]6[CH2:39][O:38][CH2:37]6)[CH2:32][CH2:31]5)=[CH:26][CH:25]=4)[N:20]=[CH:19][N:18]=3)=[CH:13][C:10]=2[C:11]#[N:12])[CH2:6][CH2:5][NH:4][CH2:3]1.C(N(CC)C(C)C)(C)C.CN(C(ON1N=NC2C=CC=NC1=2)=[N+](C)C)C.F[P-](F)(F)(F)(F)F.[Cl:73][C:74]1[CH:78]=[C:77]([C:79](O)=[O:80])[NH:76][N:75]=1.